Dataset: Full USPTO retrosynthesis dataset with 1.9M reactions from patents (1976-2016). Task: Predict the reactants needed to synthesize the given product. The reactants are: [F:1][C:2]([F:11])([F:10])[C:3]1[N:8]=[CH:7][N:6]=[C:5]([NH2:9])[CH:4]=1.C[Si]([N-][Si](C)(C)C)(C)C.[Li+].[CH3:22][O:23][C:24]1[CH:29]=[C:28]([C:30]([F:33])([F:32])[F:31])[CH:27]=[CH:26][C:25]=1[C:34]1[C:43]2[C:38](=[CH:39][C:40]([S:44](OC3C(F)=C(F)C(F)=C(F)C=3F)(=[O:46])=[O:45])=[CH:41][CH:42]=2)[CH:37]=[CH:36][N:35]=1. Given the product [CH3:22][O:23][C:24]1[CH:29]=[C:28]([C:30]([F:31])([F:32])[F:33])[CH:27]=[CH:26][C:25]=1[C:34]1[C:43]2[C:38](=[CH:39][C:40]([S:44]([NH:9][C:5]3[CH:4]=[C:3]([C:2]([F:1])([F:10])[F:11])[N:8]=[CH:7][N:6]=3)(=[O:46])=[O:45])=[CH:41][CH:42]=2)[CH:37]=[CH:36][N:35]=1, predict the reactants needed to synthesize it.